Task: Predict the product of the given reaction.. Dataset: Forward reaction prediction with 1.9M reactions from USPTO patents (1976-2016) (1) Given the reactants I[C:2]1[C:10]2[C:5](=[CH:6][CH:7]=[C:8]([C:11]3[O:15][C:14]([NH:16][CH:17]([CH3:19])[CH3:18])=[N:13][N:12]=3)[CH:9]=2)[N:4]([S:20]([C:23]2[CH:29]=[CH:28][C:26]([CH3:27])=[CH:25][CH:24]=2)(=[O:22])=[O:21])[CH:3]=1.[B:30]1([B:30]2[O:34][C:33]([CH3:36])([CH3:35])[C:32]([CH3:38])([CH3:37])[O:31]2)[O:34][C:33]([CH3:36])([CH3:35])[C:32]([CH3:38])([CH3:37])[O:31]1.C([O-])(=O)C.[K+].C(Cl)Cl, predict the reaction product. The product is: [CH:17]([NH:16][C:14]1[O:15][C:11]([C:8]2[CH:9]=[C:10]3[C:5](=[CH:6][CH:7]=2)[N:4]([S:20]([C:23]2[CH:24]=[CH:25][C:26]([CH3:27])=[CH:28][CH:29]=2)(=[O:22])=[O:21])[CH:3]=[C:2]3[B:30]2[O:34][C:33]([CH3:36])([CH3:35])[C:32]([CH3:38])([CH3:37])[O:31]2)=[N:12][N:13]=1)([CH3:18])[CH3:19]. (2) Given the reactants [CH3:1][C:2]1[CH:7]=[CH:6][CH:5]=[CH:4][C:3]=1[C:8]1[C:19](=[O:20])[N:18]([C@H:21]2[CH2:25][CH2:24][N:23](C(OC(C)(C)C)=O)[CH2:22]2)[C:11]2[N:12]=[C:13]([S:16][CH3:17])[N:14]=[CH:15][C:10]=2[CH:9]=1.[ClH:33], predict the reaction product. The product is: [ClH:33].[CH3:1][C:2]1[CH:7]=[CH:6][CH:5]=[CH:4][C:3]=1[C:8]1[C:19](=[O:20])[N:18]([C@H:21]2[CH2:25][CH2:24][NH:23][CH2:22]2)[C:11]2[N:12]=[C:13]([S:16][CH3:17])[N:14]=[CH:15][C:10]=2[CH:9]=1. (3) Given the reactants [Li+:1].[OH-].[CH3:3][C@H:4]1[N:9]([C:10]2[CH:15]=[CH:14][C:13]([C:16]([F:19])([F:18])[F:17])=[CH:12][N:11]=2)[CH2:8][CH2:7][N:6]([CH2:20][C:21]2[C:22]([C:26]([O:28]CC)=[O:27])=[N:23][NH:24][CH:25]=2)[CH2:5]1.[ClH:31], predict the reaction product. The product is: [CH3:3][C@H:4]1[N:9]([C:10]2[CH:15]=[CH:14][C:13]([C:16]([F:18])([F:17])[F:19])=[CH:12][N:11]=2)[CH2:8][CH2:7][N:6]([CH2:20][C:21]2[C:22]([C:26]([OH:28])=[O:27])=[N:23][NH:24][CH:25]=2)[CH2:5]1.[Li+:1].[Cl-:31]. (4) Given the reactants F[C:2](F)(F)C(O)=O.[NH2:8][C:9]1[C:14]([C:15]([C:17]2[CH:22]=[C:21]([F:23])[CH:20]=[CH:19][C:18]=2[O:24][CH3:25])=[O:16])=[CH:13]N=[C:11]([NH:26][CH:27]2[CH2:32][CH2:31][NH:30][CH2:29][CH2:28]2)[N:10]=1.[CH2:33]([S:36](Cl)(=[O:38])=[O:37])[CH2:34][CH3:35], predict the reaction product. The product is: [NH2:8][C:9]1[C:14]([C:15]([C:17]2[CH:22]=[C:21]([F:23])[CH:20]=[CH:19][C:18]=2[O:24][CH3:25])=[O:16])=[CH:13][CH:2]=[C:11]([NH:26][CH:27]2[CH2:32][CH2:31][N:30]([S:36]([CH2:33][CH2:34][CH3:35])(=[O:38])=[O:37])[CH2:29][CH2:28]2)[N:10]=1. (5) Given the reactants C(OC(=O)N[C@H]1CC[C@@H](O)CC1)(C)(C)C.[Cl:16]C1C2C(=C(Cl)C(F)=CC=2)C=CN=1.Cl.Cl.[NH2:31][C@@H:32]1[CH2:37][CH2:36][C@H:35]([O:38][C:39]2[CH:40]=[C:41]3[C:46](=[CH:47][C:48]=2Cl)[C:45]([OH:50])=[N:44][CH:43]=[CH:42]3)[CH2:34][CH2:33]1, predict the reaction product. The product is: [NH2:31][C@@H:32]1[CH2:37][CH2:36][C@H:35]([O:38][C:39]2[C:40]([Cl:16])=[C:41]3[C:46](=[CH:47][CH:48]=2)[C:45](=[O:50])[NH:44][CH:43]=[CH:42]3)[CH2:34][CH2:33]1.